Dataset: Forward reaction prediction with 1.9M reactions from USPTO patents (1976-2016). Task: Predict the product of the given reaction. (1) Given the reactants [C:1]1([N:7]2[CH:12]=[C:11]([C:13]3[CH:18]=[CH:17][CH:16]=[CH:15][N:14]=3)[CH:10]=[CH:9][C:8]2=[O:19])[CH:6]=[CH:5][CH:4]=[CH:3][CH:2]=1.[Br:20]N1C(=O)CCC1=O.CN(C)C=O, predict the reaction product. The product is: [Br:20][C:9]1[C:8](=[O:19])[N:7]([C:1]2[CH:2]=[CH:3][CH:4]=[CH:5][CH:6]=2)[CH:12]=[C:11]([C:13]2[CH:18]=[CH:17][CH:16]=[CH:15][N:14]=2)[CH:10]=1. (2) Given the reactants Cl[C:2]1[CH:9]=[CH:8][C:5]([C:6]#[N:7])=[CH:4][N:3]=1.Cl.[C:11]([O:15][C:16](=[O:21])[CH2:17][CH2:18][CH2:19][NH2:20])([CH3:14])([CH3:13])[CH3:12].CCN(C(C)C)C(C)C, predict the reaction product. The product is: [C:6]([C:5]1[CH:8]=[CH:9][C:2]([NH:20][CH2:19][CH2:18][CH2:17][C:16]([O:15][C:11]([CH3:14])([CH3:13])[CH3:12])=[O:21])=[N:3][CH:4]=1)#[N:7]. (3) Given the reactants [F:1][C:2]([F:34])([F:33])[S:3]([O:6][C:7]1[CH:8]=[C:9]2[C:30](=[CH:31][CH:32]=1)[NH:29][C:28]1[C:14]3([CH2:18][CH2:17][N:16]([CH2:19][CH2:20][O:21][C:22]4[CH:27]=[CH:26][CH:25]=[CH:24][CH:23]=4)[CH2:15]3)[NH:13][CH2:12][CH2:11][C:10]2=1)(=[O:5])=[O:4].[O:35]1[CH2:37][C@@H:36]1[C:38]([O:40][CH3:41])=[O:39], predict the reaction product. The product is: [OH:35][C@H:36]([CH2:37][N:13]1[C:14]2([CH2:18][CH2:17][N:16]([CH2:19][CH2:20][O:21][C:22]3[CH:27]=[CH:26][CH:25]=[CH:24][CH:23]=3)[CH2:15]2)[C:28]2[NH:29][C:30]3[C:9](=[CH:8][C:7]([O:6][S:3]([C:2]([F:33])([F:1])[F:34])(=[O:4])=[O:5])=[CH:32][CH:31]=3)[C:10]=2[CH2:11][CH2:12]1)[C:38]([O:40][CH3:41])=[O:39].